This data is from Full USPTO retrosynthesis dataset with 1.9M reactions from patents (1976-2016). The task is: Predict the reactants needed to synthesize the given product. Given the product [NH2:25][C:26]1[C:27]([C:36]([NH:47][C@H:46]([C:48]([O:50][CH3:51])=[O:49])[C@@H:45]([CH3:52])[O:44][C:41]([CH3:43])([CH3:42])[CH3:40])=[O:38])=[CH:28][C:29]2[C:34]([CH:35]=1)=[CH:33][CH:32]=[CH:31][CH:30]=2, predict the reactants needed to synthesize it. The reactants are: CN(C(ON1N=NC2C=CC=NC1=2)=[N+](C)C)C.F[P-](F)(F)(F)(F)F.[NH2:25][C:26]1[C:27]([C:36]([OH:38])=O)=[CH:28][C:29]2[C:34]([CH:35]=1)=[CH:33][CH:32]=[CH:31][CH:30]=2.Cl.[CH3:40][C:41]([O:44][C@H:45]([CH3:52])[C@@H:46]([C:48]([O:50][CH3:51])=[O:49])[NH2:47])([CH3:43])[CH3:42].C(N(C(C)C)CC)(C)C.